Dataset: TCR-epitope binding with 47,182 pairs between 192 epitopes and 23,139 TCRs. Task: Binary Classification. Given a T-cell receptor sequence (or CDR3 region) and an epitope sequence, predict whether binding occurs between them. (1) The epitope is FLNGSCGSV. The TCR CDR3 sequence is CASSPGLAGGNFLDNEQFF. Result: 1 (the TCR binds to the epitope). (2) The epitope is KLGGALQAK. The TCR CDR3 sequence is CSALGTGGFVTDTQYF. Result: 1 (the TCR binds to the epitope). (3) The epitope is IVTDFSVIK. The TCR CDR3 sequence is CASSTYPTGNTEAFF. Result: 1 (the TCR binds to the epitope). (4) The epitope is IPIQASLPF. The TCR CDR3 sequence is CASSSLRAGGSEQYF. Result: 0 (the TCR does not bind to the epitope). (5) The epitope is LLQTGIHVRVSQPSL. The TCR CDR3 sequence is CASISSFRGGSETQYF. Result: 1 (the TCR binds to the epitope). (6) The epitope is RISNCVADY. The TCR CDR3 sequence is CASSVNPAQGSGANVLTF. Result: 0 (the TCR does not bind to the epitope).